Predict the reactants needed to synthesize the given product. From a dataset of Full USPTO retrosynthesis dataset with 1.9M reactions from patents (1976-2016). (1) Given the product [CH2:1]([O:3][C:4]([C:6]1[C:7]([OH:23])=[C:8]2[C:15]([C:16]3[CH:21]=[CH:20][C:19]([Cl:22])=[CH:18][CH:17]=3)=[N:14][S:13][C:9]2=[C:10]([C:29]#[C:28][Si:25]([CH3:27])([CH3:26])[CH3:24])[N:11]=1)=[O:5])[CH3:2], predict the reactants needed to synthesize it. The reactants are: [CH2:1]([O:3][C:4]([C:6]1[C:7]([OH:23])=[C:8]2[C:15]([C:16]3[CH:21]=[CH:20][C:19]([Cl:22])=[CH:18][CH:17]=3)=[N:14][S:13][C:9]2=[C:10](Br)[N:11]=1)=[O:5])[CH3:2].[CH3:24][Si:25]([C:28]#[CH:29])([CH3:27])[CH3:26].C(N)(C)C. (2) The reactants are: [CH3:1][N:2]1[CH2:7][CH2:6][N:5]([C:8]([NH:10][C:11]2[CH:16]=[C:15]([O:17][C:18]3[CH:19]=[N:20][C:21]([N+:24]([O-])=O)=[CH:22][CH:23]=3)[CH:14]=[CH:13][N:12]=2)=[O:9])[CH2:4][CH2:3]1.[NH4+].[Cl-]. Given the product [NH2:24][C:21]1[N:20]=[CH:19][C:18]([O:17][C:15]2[CH:14]=[CH:13][N:12]=[C:11]([NH:10][C:8]([N:5]3[CH2:4][CH2:3][N:2]([CH3:1])[CH2:7][CH2:6]3)=[O:9])[CH:16]=2)=[CH:23][CH:22]=1, predict the reactants needed to synthesize it. (3) Given the product [CH2:30]([N:1]1[CH2:2][CH2:3][CH:4]([CH:7]2[C:20]3[CH:19]=[CH:18][C:17]([C:21]4[CH:22]=[N:23][CH:24]=[CH:25][CH:26]=4)=[CH:16][C:15]=3[O:14][C:13]3[C:8]2=[CH:9][CH:10]=[CH:11][CH:12]=3)[CH2:5][CH2:6]1)[C:32]1[CH:33]=[CH:34][CH:35]=[CH:44][CH:45]=1, predict the reactants needed to synthesize it. The reactants are: [NH:1]1[CH2:6][CH2:5][CH:4]([CH:7]2[C:20]3[CH:19]=[CH:18][C:17]([C:21]4[CH:22]=[N:23][CH:24]=[CH:25][CH:26]=4)=[CH:16][C:15]=3[O:14][C:13]3[C:8]2=[CH:9][CH:10]=[CH:11][CH:12]=3)[CH2:3][CH2:2]1.C(N(CC)[C:30]([C:32]1[CH:33]=[CH:34][C:35]2[CH:30](C3CCNCC3)[C:32]3[C:45](O[C:44]=2[CH:45]=1)=[CH:44][CH:35]=[CH:34][CH:33]=3)=O)C.C(=O)C1C=CC=CC=1.O1C=CC(C=O)=C1. (4) Given the product [CH2:1]([O:3][C:4]([C:5]1([S:6]([C:9]2[CH:10]=[CH:11][C:12]([O:15][C:16]3[CH:21]=[CH:20][C:19]([Cl:22])=[CH:18][CH:17]=3)=[CH:13][CH:14]=2)(=[O:8])=[O:7])[CH2:28][CH2:27][N:26]([CH2:30][CH3:31])[CH2:24][CH2:25]1)=[O:23])[CH3:2], predict the reactants needed to synthesize it. The reactants are: [CH2:1]([O:3][C:4](=[O:23])[CH2:5][S:6]([C:9]1[CH:14]=[CH:13][C:12]([O:15][C:16]2[CH:21]=[CH:20][C:19]([Cl:22])=[CH:18][CH:17]=2)=[CH:11][CH:10]=1)(=[O:8])=[O:7])[CH3:2].[CH2:24]([N:26]([CH2:30][CH2:31]Cl)[CH2:27][CH2:28]Cl)[CH3:25]. (5) Given the product [O:1]([C:8]1[CH:13]=[CH:12][CH:11]=[CH:10][C:9]=1[NH:14][S:15]([C:18]1[CH:19]=[CH:20][C:21]([C:22]([NH:24][CH2:25][C:26](=[O:28])[NH:31][C:32]2[CH:37]=[CH:36][CH:35]=[CH:34][CH:33]=2)=[O:23])=[CH:29][CH:30]=1)(=[O:16])=[O:17])[C:2]1[CH:3]=[CH:4][CH:5]=[CH:6][CH:7]=1, predict the reactants needed to synthesize it. The reactants are: [O:1]([C:8]1[CH:13]=[CH:12][CH:11]=[CH:10][C:9]=1[NH:14][S:15]([C:18]1[CH:30]=[CH:29][C:21]([C:22]([NH:24][CH2:25][C:26]([OH:28])=O)=[O:23])=[CH:20][CH:19]=1)(=[O:17])=[O:16])[C:2]1[CH:7]=[CH:6][CH:5]=[CH:4][CH:3]=1.[NH2:31][C:32]1[CH:37]=[CH:36][CH:35]=[CH:34][CH:33]=1. (6) Given the product [CH3:1][C:2]1([CH3:10])[O:9][C:7](=[O:8])[CH:6]([CH2:23][C:22]2[CH:26]=[CH:27][C:19]([C:18]#[C:17][C:11]3[CH:16]=[CH:15][CH:14]=[CH:13][CH:12]=3)=[CH:20][CH:21]=2)[C:4](=[O:5])[O:3]1, predict the reactants needed to synthesize it. The reactants are: [CH3:1][C:2]1([CH3:10])[O:9][C:7](=[O:8])[CH2:6][C:4](=[O:5])[O:3]1.[C:11]1([C:17]#[C:18][C:19]2[CH:27]=[CH:26][C:22]([C:23](O)=O)=[CH:21][CH:20]=2)[CH:16]=[CH:15][CH:14]=[CH:13][CH:12]=1.C1(N=C=NC2CCCCC2)CCCCC1. (7) Given the product [CH3:1][O:2][C:3](=[O:25])[C:4]1[CH:9]=[CH:8][CH:7]=[C:6]([C:10]2[N:11]=[C:12]([C:15]3[N:16]=[CH:17][C:18]4[C:23]([CH:24]=3)=[CH:22][CH:21]=[CH:20][CH:19]=4)[N:13]([CH3:28])[CH:14]=2)[CH:5]=1, predict the reactants needed to synthesize it. The reactants are: [CH3:1][O:2][C:3](=[O:25])[C:4]1[CH:9]=[CH:8][CH:7]=[C:6]([C:10]2[NH:11][C:12]([C:15]3[N:16]=[CH:17][C:18]4[C:23]([CH:24]=3)=[CH:22][CH:21]=[CH:20][CH:19]=4)=[N:13][CH:14]=2)[CH:5]=1.CI.[CH3:28]CN(C(C)C)C(C)C. (8) Given the product [C:1]([O:5][C:6](=[O:31])[CH2:7][N:8]([S:14]([C:17]1[CH:22]=[CH:21][C:20]([O:23][CH2:24][C:25]2[CH:30]=[CH:29][CH:28]=[CH:27][CH:26]=2)=[CH:19][CH:18]=1)(=[O:16])=[O:15])[CH2:9][CH2:10][CH2:11][C:12](=[O:35])[CH3:13])([CH3:2])([CH3:3])[CH3:4], predict the reactants needed to synthesize it. The reactants are: [C:1]([O:5][C:6](=[O:31])[CH2:7][N:8]([S:14]([C:17]1[CH:22]=[CH:21][C:20]([O:23][CH2:24][C:25]2[CH:30]=[CH:29][CH:28]=[CH:27][CH:26]=2)=[CH:19][CH:18]=1)(=[O:16])=[O:15])[CH2:9][CH2:10][CH2:11][CH:12]=[CH2:13])([CH3:4])([CH3:3])[CH3:2].CN(C)C=[O:35].O.O=O. (9) Given the product [F:51][C:52]1[CH:58]=[C:57]([F:59])[CH:56]=[CH:55][C:53]=1[NH:54][C:5]([NH:13][C:14]1[CH:15]=[CH:16][C:17]([C:20]2[C:30]3[C:29](=[O:31])[N:28]([CH2:32][CH3:33])[CH2:27][C:26]([CH3:35])([CH3:34])[O:25][C:24]=3[N:23]=[C:22]([N:36]3[CH2:37][CH:38]4[O:43][CH:41]([CH2:40][CH2:39]4)[CH2:42]3)[N:21]=2)=[CH:18][CH:19]=1)=[O:11], predict the reactants needed to synthesize it. The reactants are: ClC(Cl)(O[C:5](=[O:11])OC(Cl)(Cl)Cl)Cl.[NH2:13][C:14]1[CH:19]=[CH:18][C:17]([C:20]2[C:30]3[C:29](=[O:31])[N:28]([CH2:32][CH3:33])[CH2:27][C:26]([CH3:35])([CH3:34])[O:25][C:24]=3[N:23]=[C:22]([N:36]3[CH2:42][CH:41]4[O:43][CH:38]([CH2:39][CH2:40]4)[CH2:37]3)[N:21]=2)=[CH:16][CH:15]=1.C(N(CC)CC)C.[F:51][C:52]1[CH:58]=[C:57]([F:59])[CH:56]=[CH:55][C:53]=1[NH2:54].